Dataset: Peptide-MHC class II binding affinity with 134,281 pairs from IEDB. Task: Regression. Given a peptide amino acid sequence and an MHC pseudo amino acid sequence, predict their binding affinity value. This is MHC class II binding data. (1) The peptide sequence is CPLDHVNTLHFLTRG. The MHC is DRB1_0401 with pseudo-sequence DRB1_0401. The binding affinity (normalized) is 0.153. (2) The peptide sequence is KDFTFVCPTEIVEFAKLAKQ. The MHC is DRB1_0901 with pseudo-sequence DRB1_0901. The binding affinity (normalized) is 0.443. (3) The peptide sequence is DSYKFIPTLVAAVKQ. The MHC is DRB1_1001 with pseudo-sequence DRB1_1001. The binding affinity (normalized) is 0.858. (4) The peptide sequence is ISRKIVYTLKALCAL. The MHC is DRB1_0101 with pseudo-sequence DRB1_0101. The binding affinity (normalized) is 0.881. (5) The binding affinity (normalized) is 0.452. The MHC is DRB5_0101 with pseudo-sequence DRB5_0101. The peptide sequence is EVTMLYVVASPDLMT. (6) The peptide sequence is VFGYRKPLDNIKDNV. The MHC is DRB1_0802 with pseudo-sequence DRB1_0802. The binding affinity (normalized) is 0.128.